This data is from NCI-60 drug combinations with 297,098 pairs across 59 cell lines. The task is: Regression. Given two drug SMILES strings and cell line genomic features, predict the synergy score measuring deviation from expected non-interaction effect. (1) Drug 2: C1CCC(CC1)NC(=O)N(CCCl)N=O. Synergy scores: CSS=45.4, Synergy_ZIP=4.68, Synergy_Bliss=4.92, Synergy_Loewe=5.54, Synergy_HSA=5.66. Drug 1: CC12CCC(CC1=CCC3C2CCC4(C3CC=C4C5=CN=CC=C5)C)O. Cell line: SNB-19. (2) Drug 1: C1CC(=O)NC(=O)C1N2CC3=C(C2=O)C=CC=C3N. Drug 2: CCN(CC)CCNC(=O)C1=C(NC(=C1C)C=C2C3=C(C=CC(=C3)F)NC2=O)C. Cell line: SF-539. Synergy scores: CSS=1.99, Synergy_ZIP=-3.17, Synergy_Bliss=-3.43, Synergy_Loewe=-2.72, Synergy_HSA=-2.62.